This data is from Forward reaction prediction with 1.9M reactions from USPTO patents (1976-2016). The task is: Predict the product of the given reaction. (1) Given the reactants [CH3:1][O:2][C:3]([C@@H:5]1[CH2:9][C@@H:8]([N:10]([CH3:12])[CH3:11])[CH2:7][N:6]1C(OCC1C=CC=CC=1)=O)=[O:4], predict the reaction product. The product is: [CH3:1][O:2][C:3]([C@@H:5]1[CH2:9][C@@H:8]([N:10]([CH3:11])[CH3:12])[CH2:7][NH:6]1)=[O:4]. (2) Given the reactants COC(=O)[C:4]1[CH:9]=[CH:8][C:7]([O:10][CH2:11][CH2:12][O:13][C:14]2[C:19]([CH3:20])=[CH:18][C:17]([C:21]([O:30]CC3C=CC(OC)=CC=3)([C:26]([F:29])([F:28])[F:27])[C:22]([F:25])([F:24])[F:23])=[CH:16][C:15]=2[CH3:40])=[CH:6][CH:5]=1.Cl[CH:43](Cl)C.C(C1C(=O)C(Cl)=C(Cl)[C:50](=[O:51])C=1C#N)#N.[OH2:60], predict the reaction product. The product is: [CH3:43][O:60][C:50](=[O:51])[C:6]1[CH:5]=[CH:4][CH:9]=[CH:8][C:7]=1[O:10][CH2:11][CH2:12][O:13][C:14]1[C:15]([CH3:40])=[CH:16][C:17]([C:21]([OH:30])([C:22]([F:25])([F:23])[F:24])[C:26]([F:29])([F:28])[F:27])=[CH:18][C:19]=1[CH3:20]. (3) Given the reactants FC(F)(F)C([O-])=O.C(OC([NH:15][C@H:16]1[CH2:21][CH2:20][CH2:19][N+:18]([CH2:38][CH2:39][CH2:40][C:41]2[CH:46]=[CH:45][C:44]([O:47][CH2:48][C:49](=O)[N:50]([CH3:52])[CH3:51])=[CH:43][CH:42]=2)([CH2:22][CH2:23][CH2:24][C:25]2[CH:30]=[CH:29][C:28]([O:31][CH2:32][C:33](=O)[N:34]([CH3:36])[CH3:35])=[CH:27][CH:26]=2)[CH2:17]1)=O)(C)(C)C.[ClH:54], predict the reaction product. The product is: [ClH:54].[ClH:54].[Cl-:54].[NH2:15][CH:16]1[CH2:21][CH2:20][CH2:19][N+:18]([CH2:22][CH2:23][CH2:24][C:25]2[CH:26]=[CH:27][C:28]([O:31][CH2:32][CH2:33][N:34]([CH3:35])[CH3:36])=[CH:29][CH:30]=2)([CH2:38][CH2:39][CH2:40][C:41]2[CH:42]=[CH:43][C:44]([O:47][CH2:48][CH2:49][N:50]([CH3:52])[CH3:51])=[CH:45][CH:46]=2)[CH2:17]1.